This data is from Human liver microsome stability data. The task is: Regression/Classification. Given a drug SMILES string, predict its absorption, distribution, metabolism, or excretion properties. Task type varies by dataset: regression for continuous measurements (e.g., permeability, clearance, half-life) or binary classification for categorical outcomes (e.g., BBB penetration, CYP inhibition). Dataset: hlm. (1) The drug is COc1cnc(-c2ncccn2)c2[nH]cc(C(=O)C(=O)N3CCN(C(=O)c4ccccc4)CC3)c12. The result is 0 (unstable in human liver microsomes). (2) The compound is CC(C)CC1n2cncc2CN(Cc2ccccc2)S1(=O)=O. The result is 1 (stable in human liver microsomes). (3) The result is 0 (unstable in human liver microsomes). The molecule is N#Cc1ccc(OC[C@@H]2CCCN2C(=O)C[C@H](N)Cc2cc(F)c(F)cc2F)nc1. (4) The compound is CCOc1nc(NC(=O)C2(NC(=O)c3ccc4c(c3)c(C)c(-c3ccc(F)cn3)n4C3CCCCC3)CCC2)ccc1C=CC(=O)O. The result is 0 (unstable in human liver microsomes). (5) The molecule is Cn1c(-c2ccoc2)c(C2CCCCC2)c2ccc(C(=O)NC(C)(C)C(=O)Nc3ccc(C=CC(=O)O)cc3)cc21. The result is 1 (stable in human liver microsomes).